This data is from Reaction yield outcomes from USPTO patents with 853,638 reactions. The task is: Predict the reaction yield, written as a fraction of the theoretical maximum amount of product (1.0 means a 100% yield; for example, 0.34 means a 34% yield). (1) The yield is 0.930. The reactants are C([N:8]1[CH2:12][CH2:11][C:10]2([CH2:17][CH2:16][C:15]([C:18]3[CH:19]=[N:20][CH:21]=[CH:22][CH:23]=3)=[CH:14][CH2:13]2)[CH2:9]1)C1C=CC=CC=1. The catalyst is CO.[OH-].[OH-].[Pd+2]. The product is [N:20]1[CH:21]=[CH:22][CH:23]=[C:18]([CH:15]2[CH2:16][CH2:17][C:10]3([CH2:9][NH:8][CH2:12][CH2:11]3)[CH2:13][CH2:14]2)[CH:19]=1. (2) The reactants are [CH3:1][O:2][C:3](=[O:20])[C:4](=[N:12][NH:13][C:14]1[CH:19]=[CH:18][CH:17]=[CH:16][CH:15]=1)[C:5](=[O:11])[CH2:6][C:7](OC)=[O:8]. The catalyst is ClC1C=CC=CC=1Cl. The product is [CH3:1][O:2][C:3]([C:4]1[C:5]([OH:11])=[CH:6][C:7](=[O:8])[N:13]([C:14]2[CH:19]=[CH:18][CH:17]=[CH:16][CH:15]=2)[N:12]=1)=[O:20]. The yield is 0.990.